Dataset: Forward reaction prediction with 1.9M reactions from USPTO patents (1976-2016). Task: Predict the product of the given reaction. (1) Given the reactants [NH2:1][CH2:2][CH2:3][NH:4][C:5](=[O:11])[O:6][C:7]([CH3:10])([CH3:9])[CH3:8].Cl[C:13]1[C:18]([N+:19]([O-:21])=[O:20])=[CH:17][CH:16]=[CH:15][C:14]=1[N+:22]([O-:24])=[O:23].C(N(CC)CC)C, predict the reaction product. The product is: [N+:19]([C:18]1[CH:17]=[CH:16][CH:15]=[C:14]([N+:22]([O-:24])=[O:23])[C:13]=1[NH:1][CH2:2][CH2:3][NH:4][C:5](=[O:11])[O:6][C:7]([CH3:8])([CH3:10])[CH3:9])([O-:21])=[O:20]. (2) Given the reactants Cl.[NH2:2][C@@H:3]([CH2:8][C:9]1[CH:14]=[CH:13][C:12]([NH:15][C:16](=[O:25])[C:17]2[C:22]([Cl:23])=[CH:21][CH:20]=[CH:19][C:18]=2[Cl:24])=[CH:11][CH:10]=1)[C:4]([O:6][CH3:7])=[O:5].[CH3:26][CH:27]1[CH2:32][CH2:31][CH2:30][CH:29]([CH3:33])[N:28]1[S:34](Cl)(=[O:36])=[O:35].C(N(CC)CC)C, predict the reaction product. The product is: [Cl:23][C:22]1[CH:21]=[CH:20][CH:19]=[C:18]([Cl:24])[C:17]=1[C:16]([NH:15][C:12]1[CH:11]=[CH:10][C:9]([CH2:8][C@H:3]([NH:2][S:34]([N:28]2[CH:29]([CH3:33])[CH2:30][CH2:31][CH2:32][CH:27]2[CH3:26])(=[O:35])=[O:36])[C:4]([O:6][CH3:7])=[O:5])=[CH:14][CH:13]=1)=[O:25].